The task is: Predict the reaction yield, written as a fraction of the theoretical maximum amount of product (1.0 means a 100% yield; for example, 0.34 means a 34% yield).. This data is from Reaction yield outcomes from USPTO patents with 853,638 reactions. (1) The reactants are [NH2:1][CH2:2][C:3]1([C:16]([O:18][CH3:19])=[O:17])[CH2:8][CH2:7][N:6]([C:9]([O:11][C:12]([CH3:15])([CH3:14])[CH3:13])=[O:10])[CH2:5][CH2:4]1.[CH3:20][O:21][C:22]1[CH:29]=[CH:28][C:25]([CH:26]=O)=[CH:24][CH:23]=1.C([BH3-])#N.[Na+]. The catalyst is CO. The product is [CH3:20][O:21][C:22]1[CH:29]=[CH:28][C:25]([CH2:26][NH:1][CH2:2][C:3]2([C:16]([O:18][CH3:19])=[O:17])[CH2:4][CH2:5][N:6]([C:9]([O:11][C:12]([CH3:14])([CH3:15])[CH3:13])=[O:10])[CH2:7][CH2:8]2)=[CH:24][CH:23]=1. The yield is 0.580. (2) The reactants are Cl.[F:2][C:3]([F:29])([F:28])[C:4]1[CH:5]=[C:6]([CH:21]=[C:22]([C:24]([F:27])([F:26])[F:25])[CH:23]=1)[CH2:7][O:8][C@H:9]1[CH2:14][CH2:13][NH:12][CH2:11][C@H:10]1[C:15]1[CH:20]=[CH:19][CH:18]=[CH:17][CH:16]=1.C[CH2:31][N:32]([CH2:35]C)CC.[OH2:37]. The catalyst is C(#N)C.CN=C=O. The product is [F:29][C:3]([F:2])([F:28])[C:4]1[CH:5]=[C:6]([CH:21]=[C:22]([C:24]([F:27])([F:25])[F:26])[CH:23]=1)[CH2:7][O:8][C@H:9]1[CH2:14][CH2:13][N:12]([C:31]([NH:32][CH3:35])=[O:37])[CH2:11][C@H:10]1[C:15]1[CH:16]=[CH:17][CH:18]=[CH:19][CH:20]=1. The yield is 0.950. (3) The reactants are [CH2:1](O)[CH2:2][CH3:3].CC1C=CC=C(C)N=1.FC(F)(F)S(OS(C(F)(F)F)(=O)=O)(=O)=O.[CH2:28]([O:35][NH2:36])[C:29]1[CH:34]=[CH:33][CH:32]=[CH:31][CH:30]=1. The catalyst is C(Cl)Cl. The product is [CH2:28]([O:35][NH:36][CH2:1][CH2:2][CH3:3])[C:29]1[CH:34]=[CH:33][CH:32]=[CH:31][CH:30]=1. The yield is 0.750. (4) The reactants are O([CH2:9][CH2:10][N:11]1[C:15](=[O:16])[C:14]2=[CH:17][CH:18]=[CH:19][CH:20]=[C:13]2[C:12]1=[O:21])S(C(F)(F)F)(=O)=O.[Cl:22][C:23]1[CH:24]=[C:25]([CH:57]=[CH:58][CH:59]=1)[NH:26][C:27]1[N:32]=[C:31]([C:33]2[N:34]=[CH:35][N:36](C(C3C=CC=CC=3)(C3C=CC=CC=3)C3C=CC=CC=3)[CH:37]=2)[CH:30]=[CH:29][N:28]=1. The catalyst is C(Cl)Cl. The product is [Cl:22][C:23]1[CH:24]=[C:25]([CH:57]=[CH:58][CH:59]=1)[NH:26][C:27]1[N:32]=[C:31]([C:33]2[N:34]([CH2:9][CH2:10][N:11]3[C:15](=[O:16])[C:14]4=[CH:17][CH:18]=[CH:19][CH:20]=[C:13]4[C:12]3=[O:21])[CH:35]=[N:36][CH:37]=2)[CH:30]=[CH:29][N:28]=1. The yield is 0.400.